Dataset: Full USPTO retrosynthesis dataset with 1.9M reactions from patents (1976-2016). Task: Predict the reactants needed to synthesize the given product. (1) Given the product [CH2:1]([O:8][C@@H:9]1[CH2:13][CH2:12][CH2:11][C@H:10]1[NH:14][C:15]1[C:16]2[S:24][CH2:23][CH2:22][C:17]=2[N:18]=[C:19]([N:35]2[CH2:36][CH2:37][N:32]([C:29]3[CH:30]=[CH:31][CH:26]=[CH:27][CH:28]=3)[CH2:33][CH2:34]2)[N:20]=1)[C:2]1[CH:7]=[CH:6][CH:5]=[CH:4][CH:3]=1, predict the reactants needed to synthesize it. The reactants are: [CH2:1]([O:8][C@@H:9]1[CH2:13][CH2:12][CH2:11][C@H:10]1[NH:14][C:15]1[C:16]2[S:24][CH2:23][CH2:22][C:17]=2[N:18]=[C:19](Cl)[N:20]=1)[C:2]1[CH:7]=[CH:6][CH:5]=[CH:4][CH:3]=1.O[C:26]1[CH:31]=[CH:30][C:29]([N:32]2[CH2:37][CH2:36][NH:35][CH2:34][CH2:33]2)=[CH:28][CH:27]=1. (2) Given the product [F:1][C:2]([F:7])([F:6])[C:3]([OH:5])=[O:4].[CH3:39][C:18]1[O:17][N:16]=[C:15]([C:11]2[CH:10]=[C:9]([C:47]3[CH:48]=[CH:49][C:44]([NH:43][C:40](=[O:42])[CH3:41])=[CH:45][CH:46]=3)[CH:14]=[CH:13][CH:12]=2)[C:19]=1[C:20]1[N:21]=[C:22]([CH:25]2[CH2:30][CH2:29][N:28]([C:31](=[O:38])[CH2:32][C:33]3[S:34][CH:35]=[CH:36][CH:37]=3)[CH2:27][CH2:26]2)[S:23][CH:24]=1, predict the reactants needed to synthesize it. The reactants are: [F:1][C:2]([F:7])([F:6])[C:3]([OH:5])=[O:4].Br[C:9]1[CH:10]=[C:11]([C:15]2[C:19]([C:20]3[N:21]=[C:22]([CH:25]4[CH2:30][CH2:29][N:28]([C:31](=[O:38])[CH2:32][C:33]5[S:34][CH:35]=[CH:36][CH:37]=5)[CH2:27][CH2:26]4)[S:23][CH:24]=3)=[C:18]([CH3:39])[O:17][N:16]=2)[CH:12]=[CH:13][CH:14]=1.[C:40]([NH:43][C:44]1[CH:49]=[CH:48][C:47](B(O)O)=[CH:46][CH:45]=1)(=[O:42])[CH3:41].C([O-])([O-])=O.[Na+].[Na+].